This data is from Forward reaction prediction with 1.9M reactions from USPTO patents (1976-2016). The task is: Predict the product of the given reaction. (1) Given the reactants [NH2:1][C:2]1[CH:9]=[CH:8][C:5]([C:6]#[N:7])=[CH:4][N:3]=1.[Si:10]([O:17][CH:18]1[CH2:21][N:20]([CH2:22][C@H:23]([O:28][C:29]2[N:34]=[CH:33][N:32]=[C:31]3[N:35]([C:38]4[C:43]([Cl:44])=[CH:42][CH:41]=[CH:40][C:39]=4[Cl:45])[N:36]=[CH:37][C:30]=23)[C:24](OC)=[O:25])[CH2:19]1)([C:13]([CH3:16])([CH3:15])[CH3:14])([CH3:12])[CH3:11], predict the reaction product. The product is: [Si:10]([O:17][CH:18]1[CH2:19][N:20]([CH2:22][C@H:23]([O:28][C:29]2[N:34]=[CH:33][N:32]=[C:31]3[N:35]([C:38]4[C:39]([Cl:45])=[CH:40][CH:41]=[CH:42][C:43]=4[Cl:44])[N:36]=[CH:37][C:30]=23)[C:24]([NH:1][C:2]2[CH:9]=[CH:8][C:5]([C:6]#[N:7])=[CH:4][N:3]=2)=[O:25])[CH2:21]1)([C:13]([CH3:15])([CH3:16])[CH3:14])([CH3:11])[CH3:12]. (2) Given the reactants I[C:2]1[C:10]2[S:9][C:8]([NH:11][C:12]([C:14]3[S:15][C:16]([CH3:19])=[CH:17][CH:18]=3)=[O:13])=[N:7][C:6]=2[C:5]([O:20][CH3:21])=[CH:4][CH:3]=1.I[C:23]1[CH:31]=[C:30]2[C:26]([CH2:27][CH2:28][NH:29]2)=[CH:25][CH:24]=1, predict the reaction product. The product is: [NH:29]1[C:30]2[C:26](=[CH:25][CH:24]=[C:23]([C:2]3[C:10]4[S:9][C:8]([NH:11][C:12]([C:14]5[S:15][C:16]([CH3:19])=[CH:17][CH:18]=5)=[O:13])=[N:7][C:6]=4[C:5]([O:20][CH3:21])=[CH:4][CH:3]=3)[CH:31]=2)[CH2:27][CH2:28]1. (3) Given the reactants C(O)(=O)C.Br.C(OP([N:14]1[CH2:27][CH2:26][N:25]([S:28]([C:31]2[CH:36]=[CH:35][CH:34]=[CH:33][C:32]=2[N+:37]([O-:39])=[O:38])(=[O:30])=[O:29])[CH2:24][CH2:23][CH2:22][CH:21]([F:40])[CH2:20][CH2:19][CH2:18][N:17]([S:41]([C:44]2[CH:49]=[CH:48][CH:47]=[CH:46][C:45]=2[N+:50]([O-:52])=[O:51])(=[O:43])=[O:42])[CH2:16][CH2:15]1)(=O)OCC)C, predict the reaction product. The product is: [F:40][CH:21]1[CH2:22][CH2:23][CH2:24][N:25]([S:28]([C:31]2[CH:36]=[CH:35][CH:34]=[CH:33][C:32]=2[N+:37]([O-:39])=[O:38])(=[O:29])=[O:30])[CH2:26][CH2:27][NH:14][CH2:15][CH2:16][N:17]([S:41]([C:44]2[CH:49]=[CH:48][CH:47]=[CH:46][C:45]=2[N+:50]([O-:52])=[O:51])(=[O:42])=[O:43])[CH2:18][CH2:19][CH2:20]1. (4) The product is: [CH2:19]([O:18][C:16]([N:12]1[CH2:13][CH2:14][CH2:15][CH:9]([N:6]2[CH2:5][CH2:4][C:3]([O:2][CH3:1])([C:21]([OH:23])=[O:22])[CH2:8][CH2:7]2)[CH2:10][CH2:11]1)=[O:17])[CH3:20]. Given the reactants [CH3:1][O:2][C:3]1([C:21]([O:23]C)=[O:22])[CH2:8][CH2:7][N:6]([CH:9]2[CH2:15][CH2:14][CH2:13][N:12]([C:16]([O:18][CH2:19][CH3:20])=[O:17])[CH2:11][CH2:10]2)[CH2:5][CH2:4]1.[Li+].[OH-].Cl, predict the reaction product.